Dataset: Forward reaction prediction with 1.9M reactions from USPTO patents (1976-2016). Task: Predict the product of the given reaction. (1) Given the reactants [CH3:1][O:2][C:3](=[O:17])[NH:4][C:5]1[O:6][C:7]2[C:13](I)=[CH:12][CH:11]=[C:10]([O:15][CH3:16])[C:8]=2[N:9]=1.C([Sn](CCCC)(CCCC)[C:23]1[CH2:24][CH2:25][O:26][CH2:27][CH:28]=1)CCC.O1C=CC=C1P(C1OC=CC=1)C1OC=CC=1, predict the reaction product. The product is: [CH3:1][O:2][C:3](=[O:17])[NH:4][C:5]1[O:6][C:7]2[C:13]([C:23]3[CH2:28][CH2:27][O:26][CH2:25][CH:24]=3)=[CH:12][CH:11]=[C:10]([O:15][CH3:16])[C:8]=2[N:9]=1. (2) Given the reactants C(O[C:4](=[O:21])[C:5](=[CH:11][NH:12][C:13]1[C:14]([CH3:20])=[N:15][C:16]([CH3:19])=[CH:17][CH:18]=1)[C:6]([O:8][CH2:9][CH3:10])=[O:7])C.C1(OC2C=CC=CC=2)C=CC=CC=1, predict the reaction product. The product is: [CH2:9]([O:8][C:6]([C:5]1[C:4](=[O:21])[C:18]2[C:13](=[C:14]([CH3:20])[N:15]=[C:16]([CH3:19])[CH:17]=2)[NH:12][CH:11]=1)=[O:7])[CH3:10].